From a dataset of Full USPTO retrosynthesis dataset with 1.9M reactions from patents (1976-2016). Predict the reactants needed to synthesize the given product. (1) Given the product [CH2:1]([N:8]1[CH2:9][C:10](=[O:11])[CH:16]([C:17]([O:19][CH2:20][CH3:21])=[O:18])[CH2:15]1)[C:2]1[CH:7]=[CH:6][CH:5]=[CH:4][CH:3]=1, predict the reactants needed to synthesize it. The reactants are: [CH2:1]([N:8]([CH2:15][CH2:16][C:17]([O:19][CH2:20][CH3:21])=[O:18])[CH2:9][C:10](OCC)=[O:11])[C:2]1[CH:7]=[CH:6][CH:5]=[CH:4][CH:3]=1.CC(C)([O-])C.[K+].Cl.C(=O)(O)[O-].[Na+]. (2) Given the product [NH2:27][C:23]1[N:22]=[CH:21][N:20]=[C:19]2[C:24]=1[N:25]=[CH:26][N:18]2[C@@H:3]1[CH2:4][O:5][C@H:6]([CH2:11][OH:10])[C@@H:7]([OH:8])[C@H:2]1[F:1], predict the reactants needed to synthesize it. The reactants are: [F:1][C@@H:2]1[C@@H:7]2[O:8]C(C3C=CC=CC=3)[O:10][CH2:11][C@H:6]2[O:5][CH2:4][C@H:3]1[N:18]1[CH:26]=[N:25][C:24]2[C:19]1=[N:20][CH:21]=[N:22][C:23]=2[NH2:27].